From a dataset of CYP2C9 inhibition data for predicting drug metabolism from PubChem BioAssay. Regression/Classification. Given a drug SMILES string, predict its absorption, distribution, metabolism, or excretion properties. Task type varies by dataset: regression for continuous measurements (e.g., permeability, clearance, half-life) or binary classification for categorical outcomes (e.g., BBB penetration, CYP inhibition). Dataset: cyp2c9_veith. (1) The compound is CC1=C(/C=C\C(=O)O)C(C)(C)CCC1. The result is 0 (non-inhibitor). (2) The drug is Cc1noc(NS(=O)(=O)c2ccc(N)cc2)c1C. The result is 0 (non-inhibitor). (3) The molecule is O=C(Nc1cnn(Cc2ccc(Cl)cc2Cl)c1)c1cc(-c2cccs2)on1. The result is 1 (inhibitor). (4) The molecule is O=C(C(Cc1ccccc1)N1C(=O)C2C3CCC(C3)C2C1=O)N1CCCCC1. The result is 0 (non-inhibitor). (5) The compound is Cc1ccc(S(=O)(=O)NCC2CCC(C(=O)N3CCC4(CC3)OCCO4)CC2)cc1. The result is 0 (non-inhibitor).